From a dataset of Full USPTO retrosynthesis dataset with 1.9M reactions from patents (1976-2016). Predict the reactants needed to synthesize the given product. (1) Given the product [CH3:33][O:34][C:35]1[N:40]=[CH:39][C:38]2[N:41]=[CH:42][N:43]([C:44]3[S:48][C:47]([C:49]([OH:51])=[O:50])=[C:46]([O:53][CH2:54][C:55]4[CH:60]=[CH:59][CH:58]=[CH:57][C:56]=4[C:61]([F:64])([F:62])[F:63])[CH:45]=3)[C:37]=2[CH:36]=1, predict the reactants needed to synthesize it. The reactants are: COC1N=CC2N(C3SC(C(OC)=O)=C(OCC4C=CC=CC=4C(F)(F)F)C=3)C=NC=2C=1.[CH3:33][O:34][C:35]1[N:40]=[CH:39][C:38]2[N:41]=[CH:42][N:43]([C:44]3[S:48][C:47]([C:49]([O:51]C)=[O:50])=[C:46]([O:53][CH2:54][C:55]4[CH:60]=[CH:59][CH:58]=[CH:57][C:56]=4[C:61]([F:64])([F:63])[F:62])[CH:45]=3)[C:37]=2[CH:36]=1.[Li+].[OH-].[OH-].[Na+]. (2) Given the product [F:8][C:9]1[C:14]([O:15][CH3:16])=[CH:13][C:12]([O:17][CH3:18])=[C:11]([F:19])[C:10]=1[C:20]1[N:25]=[C:24]2[NH:26][N:27]=[C:28]([C:34]3[CH:33]=[N:32][N:31]([CH3:30])[CH:35]=3)[C:23]2=[CH:22][N:21]=1, predict the reactants needed to synthesize it. The reactants are: C(O)(C(F)(F)F)=O.[F:8][C:9]1[C:14]([O:15][CH3:16])=[CH:13][C:12]([O:17][CH3:18])=[C:11]([F:19])[C:10]=1[C:20]1[N:25]=[C:24]2[NH:26][N:27]=[C:28](I)[C:23]2=[CH:22][N:21]=1.[CH3:30][N:31]1[CH:35]=[C:34](B2OC(C)(C)C(C)(C)O2)[CH:33]=[N:32]1. (3) Given the product [CH2:19]([O:21][C:22]([N:24]1[C:32]2[C:27](=[CH:28][CH:29]=[CH:30][CH:31]=2)[C:26](=[O:33])[N:25]1[CH2:34][CH2:35][CH2:36][S:1][C:2]1[N:6]([CH2:7][C:8]([O:10][C:11]([CH3:13])([CH3:14])[CH3:12])=[O:9])[C:5]2[CH:15]=[CH:16][CH:17]=[CH:18][C:4]=2[N:3]=1)=[O:23])[CH3:20], predict the reactants needed to synthesize it. The reactants are: [SH:1][C:2]1[N:6]([CH2:7][C:8]([O:10][C:11]([CH3:14])([CH3:13])[CH3:12])=[O:9])[C:5]2[CH:15]=[CH:16][CH:17]=[CH:18][C:4]=2[N:3]=1.[CH2:19]([O:21][C:22]([N:24]1[C:32]2[C:27](=[CH:28][CH:29]=[CH:30][CH:31]=2)[C:26](=[O:33])[N:25]1[CH2:34][CH2:35][CH2:36]Cl)=[O:23])[CH3:20].[I-].[K+].C([O-])([O-])=O.[K+].[K+]. (4) Given the product [F:1][C:2]([F:7])([F:6])[C:3]([OH:5])=[O:4].[CH2:39]([S:36]([N:33]1[CH2:34][CH2:35][CH:30]([C:21]2[C:20]3[C:24](=[C:25]([C:27]([NH2:29])=[O:28])[CH:26]=[C:18]([C:15]4[CH:14]=[C:13]([CH2:12][N:10]([CH2:8][CH2:9][OH:4])[CH3:11])[S:17][CH:16]=4)[CH:19]=3)[NH:23][CH:22]=2)[CH2:31][CH2:32]1)(=[O:37])=[O:38])[CH3:40], predict the reactants needed to synthesize it. The reactants are: [F:1][C:2]([F:7])([F:6])[C:3]([OH:5])=[O:4].[CH2:8]([N:10]([CH2:12][C:13]1[S:17][CH:16]=[C:15]([C:18]2[CH:19]=[C:20]3[C:24](=[C:25]([C:27]([NH2:29])=[O:28])[CH:26]=2)[NH:23][CH:22]=[C:21]3[CH:30]2[CH2:35][CH2:34][N:33]([S:36]([CH2:39][CH3:40])(=[O:38])=[O:37])[CH2:32][CH2:31]2)[CH:14]=1)[CH3:11])[CH3:9].CNCC. (5) Given the product [F:35][C:30]1[CH:31]=[CH:32][CH:33]=[CH:34][C:29]=1[C:28]1[C:24]2[N:23]=[CH:12][N:7]([C:1]3[CH:2]=[C:3]([CH3:40])[CH:4]=[CH:5][CH:6]=3)[C:36](=[O:38])[C:25]=2[S:26][CH:27]=1, predict the reactants needed to synthesize it. The reactants are: [C:1]1([N:7]2[C:12](=O)C3SC=C(C4C=CC=CC=4)C=3N=C2)[CH:6]=[CH:5][CH:4]=[CH:3][CH:2]=1.[NH2:23][C:24]1[C:28]([C:29]2[CH:34]=[CH:33][CH:32]=[CH:31][C:30]=2[F:35])=[CH:27][S:26][C:25]=1[C:36]([O:38]C)=O.[CH:40](OCC)(OCC)OCC.NC1C=CC=C(C)C=1. (6) Given the product [OH:31][CH2:32][CH2:33][O:34][NH:35][C:36]([C:38]1[N:46]([CH:47]2[CH2:49][CH2:48]2)[C:45]2[CH:44]=[CH:43][N:42]=[CH:41][C:40]=2[C:39]=1[NH:50][C:51]1[CH:56]=[CH:55][C:54]([S:57][CH3:58])=[CH:53][C:52]=1[F:59])=[O:37], predict the reactants needed to synthesize it. The reactants are: OCCONC(C1N(C2CC2)C2C=CN=CC=2C=1NC1C=CC(I)=CC=1F)=O.C([O:31][CH2:32][CH2:33][O:34][NH:35][C:36]([C:38]1[N:46]([CH:47]2[CH2:49][CH2:48]2)[C:45]2[CH:44]=[CH:43][N:42]=[CH:41][C:40]=2[C:39]=1[NH:50][C:51]1[CH:56]=[CH:55][C:54]([S:57][CH3:58])=[CH:53][C:52]=1[F:59])=[O:37])=C. (7) The reactants are: [CH2:1]([CH:3]([N:6]1[CH2:11][CH2:10][CH:9]([CH2:12][C:13]([NH:15][OH:16])=[NH:14])[CH2:8][CH2:7]1)[CH2:4][CH3:5])[CH3:2].[F:17][C:18]([F:29])([F:28])[C:19]1[CH:20]=[C:21]([CH:25]=[CH:26][CH:27]=1)[C:22]([Cl:24])=O. Given the product [ClH:24].[CH2:1]([CH:3]([N:6]1[CH2:11][CH2:10][CH:9]([CH2:12][C:13]2[N:14]=[C:22]([C:21]3[CH:25]=[CH:26][CH:27]=[C:19]([C:18]([F:17])([F:28])[F:29])[CH:20]=3)[O:16][N:15]=2)[CH2:8][CH2:7]1)[CH2:4][CH3:5])[CH3:2], predict the reactants needed to synthesize it.